Dataset: Full USPTO retrosynthesis dataset with 1.9M reactions from patents (1976-2016). Task: Predict the reactants needed to synthesize the given product. (1) Given the product [Cl:1][C:2]1[CH:3]=[C:4]([CH:18]=[CH:19][C:20]=1[Cl:21])[CH2:5][N:6]1[CH2:11][CH2:10][CH:9]([CH2:12][CH:13]([NH2:28])[CH:14]([CH3:16])[CH3:15])[CH2:8][CH2:7]1, predict the reactants needed to synthesize it. The reactants are: [Cl:1][C:2]1[CH:3]=[C:4]([CH:18]=[CH:19][C:20]=1[Cl:21])[CH2:5][N:6]1[CH2:11][CH2:10][CH:9]([CH2:12][C:13](=O)[CH:14]([CH3:16])[CH3:15])[CH2:8][CH2:7]1.C([O-])(=O)C.[NH4+].C([BH3-])#[N:28].[Na+].Cl. (2) Given the product [N+:32]([C:14]1[CH:15]=[C:16]([C:19]2[CH:24]=[CH:23][CH:22]=[C:21]([NH:25][C:26](=[O:31])[C:27]([F:28])([F:29])[F:30])[CH:20]=2)[CH:17]=[CH:18][C:13]=1[CH:2]([C:1]([O:8][CH3:9])=[O:7])[C:3]([O:5][CH3:6])=[O:4])([O-:34])=[O:33], predict the reactants needed to synthesize it. The reactants are: [C:1]([O:8][CH3:9])(=[O:7])[CH2:2][C:3]([O:5][CH3:6])=[O:4].[H-].[Na+].F[C:13]1[CH:18]=[CH:17][C:16]([C:19]2[CH:24]=[CH:23][CH:22]=[C:21]([NH:25][C:26](=[O:31])[C:27]([F:30])([F:29])[F:28])[CH:20]=2)=[CH:15][C:14]=1[N+:32]([O-:34])=[O:33].